From a dataset of Full USPTO retrosynthesis dataset with 1.9M reactions from patents (1976-2016). Predict the reactants needed to synthesize the given product. (1) Given the product [C:24]([O:28][C:29]([N:7]([CH2:8][C:9]1[CH:16]=[CH:15][C:12]([C:13]#[N:14])=[CH:11][CH:10]=1)[CH:1]1[CH2:6][CH2:5][CH2:4][CH2:3][CH2:2]1)=[O:30])([CH3:27])([CH3:26])[CH3:25], predict the reactants needed to synthesize it. The reactants are: [CH:1]1([NH:7][CH2:8][C:9]2[CH:16]=[CH:15][C:12]([C:13]#[N:14])=[CH:11][CH:10]=2)[CH2:6][CH2:5][CH2:4][CH2:3][CH2:2]1.C(N(CC)CC)C.[C:24]([O:28][C:29](O[C:29]([O:28][C:24]([CH3:27])([CH3:26])[CH3:25])=[O:30])=[O:30])([CH3:27])([CH3:26])[CH3:25]. (2) Given the product [Cl:8][C:9]1[CH:2]=[C:1]([N:3]2[CH2:6][CH2:7][CH2:5][CH:4]2[CH3:18])[N:12]=[C:11]([S:16][CH3:17])[N:10]=1, predict the reactants needed to synthesize it. The reactants are: [CH2:1]([N:3]([CH2:6][CH3:7])[CH2:4][CH3:5])[CH3:2].[Cl:8][C:9]1C=C(Cl)[N:12]=[C:11]([S:16][CH3:17])[N:10]=1.[CH2:18](Cl)Cl. (3) The reactants are: [Na].[N:2]1[C:11]2[C:6](=[CH:7][CH:8]=[CH:9][CH:10]=2)[CH:5]=[CH:4][C:3]=1[CH2:12][O:13][C:14]1[CH:15]=[C:16]([CH:30]=[CH:31][CH:32]=1)[O:17][CH2:18][C:19]1[CH:24]=[CH:23][C:22]([C:25]2[NH:29][N:28]=[N:27][N:26]=2)=[CH:21][CH:20]=1.[CH2:33]([O:35][C:36](=[O:39])CBr)[CH3:34].[CH2:40](O)C. Given the product [CH3:40][CH2:34][CH2:33][O:35][C:36]([N:27]1[N:26]=[C:25]([C:22]2[CH:23]=[CH:24][C:19]([CH2:18][O:17][C:16]3[CH:30]=[CH:31][CH:32]=[C:14]([O:13][CH2:12][C:3]4[CH:4]=[CH:5][C:6]5[C:11](=[CH:10][CH:9]=[CH:8][CH:7]=5)[N:2]=4)[CH:15]=3)=[CH:20][CH:21]=2)[N:29]=[N:28]1)=[O:39], predict the reactants needed to synthesize it.